From a dataset of HIV replication inhibition screening data with 41,000+ compounds from the AIDS Antiviral Screen. Binary Classification. Given a drug SMILES string, predict its activity (active/inactive) in a high-throughput screening assay against a specified biological target. (1) The compound is O=C1COc2ccc(F)cc2N1. The result is 0 (inactive). (2) The compound is O=c1oc2ccccc2c(O)c1C(c1ccc(-c2ccccc2)cc1)c1c(O)c2ccccc2oc1=O. The result is 0 (inactive). (3) The result is 0 (inactive). The compound is CCOC(=O)C(COS(C)(=O)=O)(COS(C)(=O)=O)C(=O)OCC. (4) The compound is Cc1n[nH]c(=O)n1N1C(=O)c2ccccc2C1=O. The result is 0 (inactive). (5) The compound is O=C(c1ccccc1)c1nnn(Cc2cccc(Cl)c2)c1C(=O)c1ccccc1. The result is 0 (inactive). (6) The molecule is CC(C)(C)[Si](C)(C)OCC1OC(n2cnc3c(O)nc(NCc4ccccc4)nc32)C(O[Si](C)(C)C(C)(C)C)C1O[Si](C)(C)C(C)(C)C. The result is 0 (inactive). (7) The compound is CC1(C)CC2=C(SC3C=CC=CC3N2)C(=O)C1C(=O)C(N)=O. The result is 0 (inactive). (8) The molecule is Cc1c(-c2ccc(-c3ccccc3F)cc2)nc2ccc(F)cc2c1C(=O)O. The result is 0 (inactive). (9) The molecule is COc1ccc2[nH]c3c(c2c1)CC(=O)N1CCCC(C1)CC31OCCCO1. The result is 0 (inactive). (10) The compound is CC(C)CCC(=O)c1ccoc1. The result is 0 (inactive).